This data is from NCI-60 drug combinations with 297,098 pairs across 59 cell lines. The task is: Regression. Given two drug SMILES strings and cell line genomic features, predict the synergy score measuring deviation from expected non-interaction effect. (1) Drug 1: CC1=C(C=C(C=C1)NC2=NC=CC(=N2)N(C)C3=CC4=NN(C(=C4C=C3)C)C)S(=O)(=O)N.Cl. Drug 2: COCCOC1=C(C=C2C(=C1)C(=NC=N2)NC3=CC=CC(=C3)C#C)OCCOC.Cl. Cell line: OVCAR3. Synergy scores: CSS=22.4, Synergy_ZIP=0.732, Synergy_Bliss=5.08, Synergy_Loewe=-6.94, Synergy_HSA=5.08. (2) Drug 1: CC1=C2C(C(=O)C3(C(CC4C(C3C(C(C2(C)C)(CC1OC(=O)C(C(C5=CC=CC=C5)NC(=O)C6=CC=CC=C6)O)O)OC(=O)C7=CC=CC=C7)(CO4)OC(=O)C)O)C)OC(=O)C. Drug 2: C1=NC(=NC(=O)N1C2C(C(C(O2)CO)O)O)N. Cell line: TK-10. Synergy scores: CSS=22.0, Synergy_ZIP=1.20, Synergy_Bliss=3.61, Synergy_Loewe=-2.30, Synergy_HSA=1.61. (3) Drug 1: CN(C)N=NC1=C(NC=N1)C(=O)N. Drug 2: CC1=C(C(=CC=C1)Cl)NC(=O)C2=CN=C(S2)NC3=CC(=NC(=N3)C)N4CCN(CC4)CCO. Cell line: A549. Synergy scores: CSS=27.4, Synergy_ZIP=-8.94, Synergy_Bliss=-4.13, Synergy_Loewe=-82.9, Synergy_HSA=-5.52. (4) Drug 1: C1CN1C2=NC(=NC(=N2)N3CC3)N4CC4. Drug 2: C1=CC(=CC=C1CCCC(=O)O)N(CCCl)CCCl. Cell line: LOX IMVI. Synergy scores: CSS=39.3, Synergy_ZIP=-1.26, Synergy_Bliss=-1.71, Synergy_Loewe=-14.5, Synergy_HSA=-0.159.